From a dataset of Full USPTO retrosynthesis dataset with 1.9M reactions from patents (1976-2016). Predict the reactants needed to synthesize the given product. (1) Given the product [O:28]([C:25]1[CH:24]=[CH:23][C:22]([C:21]2[C:16]([NH:15][CH:13]3[CH2:14][C:10]4([CH2:9][NH:8][CH2:11]4)[CH2:12]3)=[N:17][CH:18]=[N:19][C:20]=2[NH2:35])=[CH:27][CH:26]=1)[C:29]1[CH:30]=[CH:31][CH:32]=[CH:33][CH:34]=1, predict the reactants needed to synthesize it. The reactants are: C(OC([N:8]1[CH2:11][C:10]2([CH2:14][CH:13]([NH:15][C:16]3[C:21]([C:22]4[CH:27]=[CH:26][C:25]([O:28][C:29]5[CH:34]=[CH:33][CH:32]=[CH:31][CH:30]=5)=[CH:24][CH:23]=4)=[C:20]([NH2:35])[N:19]=[CH:18][N:17]=3)[CH2:12]2)[CH2:9]1)=O)(C)(C)C.Cl. (2) Given the product [NH2:32][C:33]1[CH:38]=[C:37]([CH:36]=[C:35]([C:13]2[CH:14]=[C:15]3[C:5]4([C:4](=[O:23])[N:3]([CH3:24])[C:2]([NH2:1])=[N:6]4)[CH2:7][CH:8]([C:17]4[CH:18]=[CH:19][CH:20]=[CH:21][CH:22]=4)[O:9][C:10]3=[CH:11][CH:12]=2)[CH:34]=1)[C:39]#[N:40], predict the reactants needed to synthesize it. The reactants are: [NH2:1][C:2]1[N:3]([CH2:24]C2CCCCC2)[C:4](=[O:23])[C:5]2([C:15]3[C:10](=[CH:11][CH:12]=[C:13](Br)[CH:14]=3)[O:9][CH:8]([C:17]3[CH:22]=[CH:21][CH:20]=[CH:19][CH:18]=3)[CH2:7]2)[N:6]=1.Cl.[NH2:32][C:33]1[CH:34]=[C:35](B(O)O)[CH:36]=[C:37]([C:39]#[N:40])[CH:38]=1. (3) Given the product [CH3:1][C:2]1[C:3]([N:9]2[C@@H:16]3[C@@H:11]([CH2:12][CH2:13][N:14]([C:40]([C:39]4[CH:43]=[CH:44][CH:45]=[CH:46][C:38]=4[N:34]4[N:35]=[CH:36][CH:37]=[N:33]4)=[O:41])[CH2:15]3)[CH2:10]2)=[N:4][C:5]([CH3:8])=[CH:6][N:7]=1, predict the reactants needed to synthesize it. The reactants are: [CH3:1][C:2]1[C:3]([N:9]2[C@@H:16]3[C@@H:11]([CH2:12][CH2:13][NH:14][CH2:15]3)[CH2:10]2)=[N:4][C:5]([CH3:8])=[CH:6][N:7]=1.CC1C=C(C)N=C(N2[C@@H]3[C@@H](CCNC3)C2)N=1.[N:33]1[N:34]([C:38]2[CH:46]=[CH:45][CH:44]=[CH:43][C:39]=2[C:40](O)=[O:41])[N:35]=[CH:36][CH:37]=1.S1C=CC=C1C1C=CC=CC=1C(O)=O. (4) Given the product [CH2:41]([N:3]([CH2:1][CH3:2])[C:4]1[CH:9]=[CH:8][C:7]([C:10]2([C:20]3[C:28]4[C:23](=[CH:24][CH:25]=[CH:26][CH:27]=4)[N:22]([CH2:29][CH3:30])[C:21]=3[CH3:37])[C:19]3[C:14](=[CH:15][CH:16]=[CH:17][N:18]=3)[C:12](=[O:13])[O:11]2)=[C:6]([O:38][CH2:39][CH3:40])[CH:5]=1)[CH3:42], predict the reactants needed to synthesize it. The reactants are: [CH2:1]([N:3]([CH2:41][CH3:42])[C:4]1[CH:9]=[CH:8][C:7]([C:10]2([C:20]3[C:28]4[C:23](=[CH:24][CH:25]=[CH:26][CH:27]=4)[N:22]([CH2:29][CH2:30]CCCCCC)[C:21]=3[CH3:37])[C:19]3[C:14](=[CH:15][CH:16]=[CH:17][N:18]=3)[C:12](=[O:13])[O:11]2)=[C:6]([O:38][CH2:39][CH3:40])[CH:5]=1)[CH3:2].C1(CCNC2C=CC(C3(C4C5C(=CC=CC=5)N(CC)C=4C)C4C(=CC=CN=4)C(=O)O3)=C(OC)C=2)CCCCC1.C(N1C2C(=CC=CC=2)C(C2(C3C4C(=CC=CC=4)N(CC)C=3C)C3C(=CC=CC=3)C(=O)O2)=C1C)C. (5) Given the product [F:17][C:11]1[CH:12]=[C:13]([F:16])[CH:14]=[CH:15][C:10]=1[CH2:9][O:8][C:7]1[CH:6]=[CH:5][N:4]([CH2:18][C:19]2[CH:24]=[CH:23][CH:22]=[C:21]([F:25])[CH:20]=2)[C:3](=[O:26])[C:2]=1[CH3:27], predict the reactants needed to synthesize it. The reactants are: Br[C:2]1[C:3](=[O:26])[N:4]([CH2:18][C:19]2[CH:24]=[CH:23][CH:22]=[C:21]([F:25])[CH:20]=2)[CH:5]=[CH:6][C:7]=1[O:8][CH2:9][C:10]1[CH:15]=[CH:14][C:13]([F:16])=[CH:12][C:11]=1[F:17].[C:27]([O-])([O-])=O.[K+].[K+].C([O-])([O-])=O.[Cs+].[Cs+].CB1OB(C)OB(C)O1. (6) Given the product [CH:3]1[C:4]2[N:26]([C:25]3[CH:20]=[CH:21][C:22]([C:50]4[CH:49]=[CH:27][C:15]([N:26]5[C:25]6[CH:24]=[CH:23][CH:22]=[CH:21][C:20]=6[C:19]6[C:27]5=[CH:15][CH:16]=[CH:17][CH:18]=6)=[CH:16][CH:17]=4)=[CH:23][CH:24]=3)[C:13]3[C:8](=[CH:9][CH:10]=[CH:11][CH:12]=3)[C:5]=2[CH:6]=[CH:7][CH:2]=1, predict the reactants needed to synthesize it. The reactants are: I[C:2]1[CH:7]=[CH:6][C:5]([C:8]2[CH:13]=[CH:12][C:11](I)=[CH:10][CH:9]=2)=[CH:4][CH:3]=1.[CH:15]1[C:27]2[NH:26][C:25]3[C:20](=[CH:21][CH:22]=[CH:23][CH:24]=3)[C:19]=2[CH:18]=[CH:17][CH:16]=1.C([O-])([O-])=O.[K+].[K+].C1O[CH2:50][CH2:49]OCCOCCOCCOCCOC1. (7) The reactants are: [Cl:1][C:2]1[CH:3]=[C:4]([C:9]2[C:13]([CH2:14][CH2:15][C:16]([OH:18])=[O:17])=[CH:12][O:11][N:10]=2)[CH:5]=[CH:6][C:7]=1[Cl:8].S(=O)(=O)(O)O.[CH3:24]O. Given the product [Cl:1][C:2]1[CH:3]=[C:4]([C:9]2[C:13]([CH2:14][CH2:15][C:16]([O:18][CH3:24])=[O:17])=[CH:12][O:11][N:10]=2)[CH:5]=[CH:6][C:7]=1[Cl:8], predict the reactants needed to synthesize it.